Dataset: NCI-60 drug combinations with 297,098 pairs across 59 cell lines. Task: Regression. Given two drug SMILES strings and cell line genomic features, predict the synergy score measuring deviation from expected non-interaction effect. (1) Drug 1: CC1C(C(CC(O1)OC2CC(CC3=C2C(=C4C(=C3O)C(=O)C5=C(C4=O)C(=CC=C5)OC)O)(C(=O)CO)O)N)O.Cl. Drug 2: COCCOC1=C(C=C2C(=C1)C(=NC=N2)NC3=CC=CC(=C3)C#C)OCCOC.Cl. Cell line: TK-10. Synergy scores: CSS=34.2, Synergy_ZIP=-5.98, Synergy_Bliss=-0.197, Synergy_Loewe=2.60, Synergy_HSA=3.29. (2) Drug 1: C1=CC(=CC=C1CC(C(=O)O)N)N(CCCl)CCCl.Cl. Drug 2: C1=CC=C(C=C1)NC(=O)CCCCCCC(=O)NO. Cell line: 786-0. Synergy scores: CSS=36.6, Synergy_ZIP=-1.11, Synergy_Bliss=3.16, Synergy_Loewe=1.22, Synergy_HSA=2.21.